From a dataset of HIV replication inhibition screening data with 41,000+ compounds from the AIDS Antiviral Screen. Binary Classification. Given a drug SMILES string, predict its activity (active/inactive) in a high-throughput screening assay against a specified biological target. (1) The drug is COc1cccc(C2c3cc4c(cc3OC(NNS(=O)(=O)c3ccc(C)cc3)C2C)OCO4)c1OC. The result is 0 (inactive). (2) The molecule is CC(=O)OC1CCC2(C)C(=CCC3C2CCC2(C)C3CC3N(c4ccccc4)C32C(C)=O)C1. The result is 0 (inactive). (3) The molecule is Cc1nc2ccc(Br)cc2c(=O)n1-c1nnc(C(C)(C)C)s1. The result is 0 (inactive). (4) The compound is CCCS(=O)(=O)O. The result is 0 (inactive). (5) The molecule is O=C(Oc1ccccc1C(=O)O)c1ccccc1O. The result is 0 (inactive). (6) The drug is O=C1C=CC(=O)C(CNc2ccc(C(=O)OC34CC5CC(CC(C5)C3)C4)cc2)=C1Br. The result is 0 (inactive). (7) The molecule is O=C(C=Cc1c(O)ccc2ccccc12)c1ccccc1Cl. The result is 0 (inactive).